This data is from Peptide-MHC class I binding affinity with 185,985 pairs from IEDB/IMGT. The task is: Regression. Given a peptide amino acid sequence and an MHC pseudo amino acid sequence, predict their binding affinity value. This is MHC class I binding data. (1) The peptide sequence is YLACKQHAL. The MHC is HLA-A69:01 with pseudo-sequence HLA-A69:01. The binding affinity (normalized) is 0.475. (2) The MHC is HLA-A33:01 with pseudo-sequence HLA-A33:01. The binding affinity (normalized) is 0.0632. The peptide sequence is KSISSIFGY. (3) The peptide sequence is RRFKYLLNV. The MHC is HLA-B27:20 with pseudo-sequence HLA-B27:20. The binding affinity (normalized) is 1.00.